From a dataset of Forward reaction prediction with 1.9M reactions from USPTO patents (1976-2016). Predict the product of the given reaction. (1) Given the reactants Cl[C:2]1[CH:7]=[C:6]([Cl:8])[N:5]=[N:4][C:3]=1[C:9]([O:11][CH3:12])=[O:10].[C:13]([C:17]1[N:22]=[C:21]([NH2:23])[CH:20]=[CH:19][CH:18]=1)([CH3:16])([CH3:15])[CH3:14], predict the reaction product. The product is: [C:13]([C:17]1[N:22]=[C:21]([NH:23][C:2]2[CH:7]=[C:6]([Cl:8])[N:5]=[N:4][C:3]=2[C:9]([O:11][CH3:12])=[O:10])[CH:20]=[CH:19][CH:18]=1)([CH3:16])([CH3:14])[CH3:15]. (2) Given the reactants [ClH:1].[N:2]12[CH2:9][CH2:8][CH:5]([CH2:6][CH2:7]1)[C@@H:4]([NH:10][C:11]([C:13]1[S:14][C:15]3[CH:21]=[C:20](Br)[CH:19]=[CH:18][C:16]=3[CH:17]=1)=[O:12])[CH2:3]2.[CH:23]([C:25]1[CH:30]=[CH:29][C:28](B(O)O)=[CH:27][CH:26]=1)=[O:24].C(=O)([O-])[O-].[Na+].[Na+], predict the reaction product. The product is: [ClH:1].[N:2]12[CH2:9][CH2:8][CH:5]([CH2:6][CH2:7]1)[C@@H:4]([NH:10][C:11]([C:13]1[S:14][C:15]3[CH:21]=[C:20]([C:28]4[CH:29]=[CH:30][C:25]([CH:23]=[O:24])=[CH:26][CH:27]=4)[CH:19]=[CH:18][C:16]=3[CH:17]=1)=[O:12])[CH2:3]2. (3) Given the reactants [CH2:1]([N:8]1[CH2:13][C:12](=O)[N:11]([C:15]2([C:18]3[CH:23]=[CH:22][CH:21]=[CH:20][N:19]=3)[CH2:17][CH2:16]2)[C:10](=O)[CH2:9]1)[C:2]1[CH:7]=[CH:6][CH:5]=[CH:4][CH:3]=1.[H-].[Al+3].[Li+].[H-].[H-].[H-], predict the reaction product. The product is: [CH2:1]([N:8]1[CH2:9][CH2:10][N:11]([C:15]2([C:18]3[CH:23]=[CH:22][CH:21]=[CH:20][N:19]=3)[CH2:16][CH2:17]2)[CH2:12][CH2:13]1)[C:2]1[CH:3]=[CH:4][CH:5]=[CH:6][CH:7]=1. (4) Given the reactants [C:1]1(=O)[CH2:6][CH2:5][CH2:4][CH2:3][CH2:2]1.[CH3:8][C:9]1[CH:14]=[CH:13][C:12]([S:15]([NH:18][NH2:19])(=[O:17])=[O:16])=[CH:11][CH:10]=1, predict the reaction product. The product is: [C:1]1(=[N:19][NH:18][S:15]([C:12]2[CH:13]=[CH:14][C:9]([CH3:8])=[CH:10][CH:11]=2)(=[O:16])=[O:17])[CH2:6][CH2:5][CH2:4][CH2:3][CH2:2]1. (5) Given the reactants [F:1][C:2]([F:10])([F:9])[CH2:3][CH2:4][S:5](Cl)(=[O:7])=[O:6].[C:11]([C:13]1[C:14]([C:33]([NH:35][N:36]2[CH2:41][CH2:40][CH2:39][CH2:38][CH2:37]2)=[O:34])=[N:15][N:16]([C:25]2[CH:30]=[CH:29][C:28]([Cl:31])=[CH:27][C:26]=2[Cl:32])[C:17]=1[C:18]1[CH:23]=[CH:22][C:21]([OH:24])=[CH:20][CH:19]=1)#[N:12].O, predict the reaction product. The product is: [F:1][C:2]([F:10])([F:9])[CH2:3][CH2:4][S:5]([O:24][C:21]1[CH:22]=[CH:23][C:18]([C:17]2[N:16]([C:25]3[CH:30]=[CH:29][C:28]([Cl:31])=[CH:27][C:26]=3[Cl:32])[N:15]=[C:14]([C:33]([NH:35][N:36]3[CH2:37][CH2:38][CH2:39][CH2:40][CH2:41]3)=[O:34])[C:13]=2[C:11]#[N:12])=[CH:19][CH:20]=1)(=[O:7])=[O:6]. (6) Given the reactants [CH:1]12[CH2:9][CH:5]([O:6][C:7]1=[O:8])[CH2:4][CH2:3][CH2:2]2.[OH2:10].[OH-].[Cs+:12], predict the reaction product. The product is: [Cs+:12].[OH:6][C@@H:5]1[CH2:4][CH2:3][CH2:2][C@H:1]([C:7]([O-:10])=[O:8])[CH2:9]1.